From a dataset of Reaction yield outcomes from USPTO patents with 853,638 reactions. Predict the reaction yield, written as a fraction of the theoretical maximum amount of product (1.0 means a 100% yield; for example, 0.34 means a 34% yield). (1) The reactants are [CH2:1]([N:8]1[C:16]2[C:11](=[C:12](Br)[CH:13]=[CH:14][CH:15]=2)[CH:10]=[CH:9]1)[C:2]1[CH:7]=[CH:6][CH:5]=[CH:4][CH:3]=1.[F:18][C:19]([F:30])([F:29])[C:20]1[CH:25]=[CH:24][C:23](B(O)O)=[CH:22][CH:21]=1.ClCCl.C(=O)([O-])[O-].[K+].[K+]. The catalyst is O1CCOCC1.O.C1C=CC(P(C2C=CC=CC=2)[C-]2C=CC=C2)=CC=1.C1C=CC(P(C2C=CC=CC=2)[C-]2C=CC=C2)=CC=1.Cl[Pd]Cl.[Fe+2]. The product is [CH2:1]([N:8]1[C:16]2[C:11](=[C:12]([C:23]3[CH:24]=[CH:25][C:20]([C:19]([F:30])([F:29])[F:18])=[CH:21][CH:22]=3)[CH:13]=[CH:14][CH:15]=2)[CH:10]=[CH:9]1)[C:2]1[CH:7]=[CH:6][CH:5]=[CH:4][CH:3]=1. The yield is 0.490. (2) The reactants are Br[C:2]1[C:8]([F:9])=[CH:7][C:5]([NH2:6])=[C:4]([F:10])[CH:3]=1.[CH3:11][N:12]1[C:16]([C:17]#[N:18])=[CH:15][CH:14]=[C:13]1B(O)O.[F-].[K+]. The catalyst is C1C=CC(/C=C/C(/C=C/C2C=CC=CC=2)=O)=CC=1.C1C=CC(/C=C/C(/C=C/C2C=CC=CC=2)=O)=CC=1.C1C=CC(/C=C/C(/C=C/C2C=CC=CC=2)=O)=CC=1.[Pd].[Pd]. The product is [NH2:6][C:5]1[C:4]([F:10])=[CH:3][C:2]([C:13]2[N:12]([CH3:11])[C:16]([C:17]#[N:18])=[CH:15][CH:14]=2)=[C:8]([F:9])[CH:7]=1. The yield is 0.770.